Dataset: Peptide-MHC class II binding affinity with 134,281 pairs from IEDB. Task: Regression. Given a peptide amino acid sequence and an MHC pseudo amino acid sequence, predict their binding affinity value. This is MHC class II binding data. The peptide sequence is AYHFKDPQYPVWELT. The MHC is DRB1_0101 with pseudo-sequence DRB1_0101. The binding affinity (normalized) is 0.317.